This data is from Peptide-MHC class I binding affinity with 185,985 pairs from IEDB/IMGT. The task is: Regression. Given a peptide amino acid sequence and an MHC pseudo amino acid sequence, predict their binding affinity value. This is MHC class I binding data. (1) The MHC is HLA-A02:01 with pseudo-sequence HLA-A02:01. The peptide sequence is AEALLADGL. The binding affinity (normalized) is 0.0847. (2) The peptide sequence is TAPPEDPAVD. The MHC is Mamu-A2201 with pseudo-sequence Mamu-A2201. The binding affinity (normalized) is 0. (3) The peptide sequence is KCFGNTAIAK. The MHC is HLA-A03:01 with pseudo-sequence HLA-A03:01. The binding affinity (normalized) is 0.512. (4) The peptide sequence is RPMFAVGLLF. The MHC is HLA-B07:02 with pseudo-sequence HLA-B07:02. The binding affinity (normalized) is 0.891. (5) The peptide sequence is YTFCRLNVK. The MHC is HLA-A31:01 with pseudo-sequence HLA-A31:01. The binding affinity (normalized) is 0.484. (6) The peptide sequence is ILYKDDMGV. The MHC is HLA-B07:02 with pseudo-sequence HLA-B07:02. The binding affinity (normalized) is 0. (7) The peptide sequence is SYREAACCHL. The MHC is HLA-A24:02 with pseudo-sequence HLA-A24:02. The binding affinity (normalized) is 0.501. (8) The peptide sequence is DQFSIPIRY. The MHC is HLA-A03:01 with pseudo-sequence HLA-A03:01. The binding affinity (normalized) is 0.0847. (9) The peptide sequence is VSTATQTFL. The MHC is Patr-B0101 with pseudo-sequence Patr-B0101. The binding affinity (normalized) is 0.419. (10) The peptide sequence is EGFLKAAMF. The MHC is HLA-A31:01 with pseudo-sequence HLA-A31:01. The binding affinity (normalized) is 0.0847.